This data is from Catalyst prediction with 721,799 reactions and 888 catalyst types from USPTO. The task is: Predict which catalyst facilitates the given reaction. (1) Reactant: [CH3:1][O:2][C:3]1[CH:4]=[C:5]([C:13]2[O:21][C:20]3[C:15](=[N:16][CH:17]=[CH:18][C:19]=3[C:22]3[CH:23]=[N:24][N:25]([CH2:27][C:28]([OH:30])=O)[CH:26]=3)[CH:14]=2)[CH:6]=[C:7]([O:11][CH3:12])[C:8]=1[O:9][CH3:10].S(Cl)(Cl)=O.[OH-].[NH4+:36].O. Product: [CH3:12][O:11][C:7]1[CH:6]=[C:5]([C:13]2[O:21][C:20]3[C:15](=[N:16][CH:17]=[CH:18][C:19]=3[C:22]3[CH:23]=[N:24][N:25]([CH2:27][C:28]([NH2:36])=[O:30])[CH:26]=3)[CH:14]=2)[CH:4]=[C:3]([O:2][CH3:1])[C:8]=1[O:9][CH3:10]. The catalyst class is: 1. (2) Reactant: [CH3:1][C:2]1[C:6]([CH3:7])=[C:5]([C:8]([OH:10])=O)[NH:4][N:3]=1.F[P-](F)(F)(F)(F)F.N1(O[P+](N2CCCC2)(N2CCCC2)N2CCCC2)C2C=CC=CC=2N=N1.[C:44]1([C:50]2[NH:59][C:53]3=[N:54][CH:55]=[C:56]([NH2:58])[CH:57]=[C:52]3[CH:51]=2)[CH:49]=[CH:48][CH:47]=[CH:46][CH:45]=1.C(N(C(C)C)CC)(C)C. Product: [CH3:1][C:2]1[C:6]([CH3:7])=[C:5]([C:8]([NH:58][C:56]2[CH:57]=[C:52]3[CH:51]=[C:50]([C:44]4[CH:49]=[CH:48][CH:47]=[CH:46][CH:45]=4)[NH:59][C:53]3=[N:54][CH:55]=2)=[O:10])[NH:4][N:3]=1. The catalyst class is: 287. (3) The catalyst class is: 29. Product: [NH2:21][C:15]1[CH:16]=[CH:17][C:12]([O:11][CH2:10][CH2:9][O:8][CH2:7][CH2:6][O:5][CH2:4][CH2:3][O:2][CH3:1])=[C:13]([O:24][CH2:25][CH2:26][O:27][CH2:28][CH2:29][O:30][CH2:31][CH2:32][O:33][CH3:34])[C:14]=1[NH2:36]. Reactant: [CH3:1][O:2][CH2:3][CH2:4][O:5][CH2:6][CH2:7][O:8][CH2:9][CH2:10][O:11][C:12]1[CH:17]=[C:16]([N+]([O-])=O)[C:15]([N+:21]([O-])=O)=[CH:14][C:13]=1[O:24][CH2:25][CH2:26][O:27][CH2:28][CH2:29][O:30][CH2:31][CH2:32][O:33][CH3:34].O.[NH2:36]N.C(Cl)Cl.CO. (4) Reactant: C[O:2][C:3]([C:5]1[C:6]([C:11]2[CH:16]=[CH:15][C:14]([O:17][C:18]([F:21])([F:20])[F:19])=[CH:13][CH:12]=2)=[N:7][O:8][C:9]=1[NH2:10])=[O:4].[OH-].[Na+]. Product: [NH2:10][C:9]1[O:8][N:7]=[C:6]([C:11]2[CH:12]=[CH:13][C:14]([O:17][C:18]([F:20])([F:21])[F:19])=[CH:15][CH:16]=2)[C:5]=1[C:3]([OH:4])=[O:2]. The catalyst class is: 5. (5) Product: [CH:1]([NH:3][C:4]1[S:5][C:6]([Cl:16])=[C:7]([C:9](=[O:15])[C:10]([O:12][CH2:13][CH3:14])=[O:11])[N:8]=1)=[O:2]. The catalyst class is: 3. Reactant: [CH:1]([NH:3][C:4]1[S:5][CH:6]=[C:7]([C:9](=[O:15])[C:10]([O:12][CH2:13][CH3:14])=[O:11])[N:8]=1)=[O:2].[Cl:16]N1C(=O)CCC1=O.O.